Dataset: Rat liver microsome stability data. Task: Regression/Classification. Given a drug SMILES string, predict its absorption, distribution, metabolism, or excretion properties. Task type varies by dataset: regression for continuous measurements (e.g., permeability, clearance, half-life) or binary classification for categorical outcomes (e.g., BBB penetration, CYP inhibition). Dataset: rlm. (1) The molecule is c1ccc(Nc2nc(NCc3ccco3)c3ccccc3n2)cc1. The result is 1 (stable in rat liver microsomes). (2) The molecule is CCc1nc2c(C(F)(F)F)cccn2c1-c1cccc(Oc2cccc(S(C)(=O)=O)c2)c1. The result is 1 (stable in rat liver microsomes). (3) The molecule is Cc1c2c(n3c1CCN1CCC[C@@H]1CNc1cc-3ccc1C(N)=O)CC(C)(C)CC2=O. The result is 1 (stable in rat liver microsomes). (4) The drug is CC(C)N1CCc2nc(-c3cccc(OCC(=O)NC(C)(C)C)c3)nc(Nc3ccc(-c4cn[nH]c4)cc3)c2C1. The result is 0 (unstable in rat liver microsomes). (5) The compound is CC1Oc2cc3c(-c4c(O)cc(O)c5c(O)c6c(cc45)OC(C)C(C)C6=O)c(O)cc(O)c3c(O)c2C(=O)C1C. The result is 0 (unstable in rat liver microsomes).